This data is from NCI-60 drug combinations with 297,098 pairs across 59 cell lines. The task is: Regression. Given two drug SMILES strings and cell line genomic features, predict the synergy score measuring deviation from expected non-interaction effect. (1) Drug 1: C1C(C(OC1N2C=C(C(=O)NC2=O)F)CO)O. Drug 2: CC1C(C(CC(O1)OC2CC(CC3=C2C(=C4C(=C3O)C(=O)C5=CC=CC=C5C4=O)O)(C(=O)C)O)N)O. Cell line: TK-10. Synergy scores: CSS=55.6, Synergy_ZIP=-4.43, Synergy_Bliss=-2.32, Synergy_Loewe=-3.76, Synergy_HSA=0.906. (2) Drug 1: CN1CCC(CC1)COC2=C(C=C3C(=C2)N=CN=C3NC4=C(C=C(C=C4)Br)F)OC. Drug 2: C1CN1P(=S)(N2CC2)N3CC3. Cell line: RPMI-8226. Synergy scores: CSS=20.1, Synergy_ZIP=-6.15, Synergy_Bliss=-2.64, Synergy_Loewe=-8.39, Synergy_HSA=-6.60. (3) Drug 1: CN1CCC(CC1)COC2=C(C=C3C(=C2)N=CN=C3NC4=C(C=C(C=C4)Br)F)OC. Drug 2: CC1CCC2CC(C(=CC=CC=CC(CC(C(=O)C(C(C(=CC(C(=O)CC(OC(=O)C3CCCCN3C(=O)C(=O)C1(O2)O)C(C)CC4CCC(C(C4)OC)OCCO)C)C)O)OC)C)C)C)OC. Cell line: RPMI-8226. Synergy scores: CSS=9.95, Synergy_ZIP=-9.45, Synergy_Bliss=-1.81, Synergy_Loewe=-26.7, Synergy_HSA=-6.99. (4) Cell line: NCI-H322M. Drug 2: CC(C1=C(C=CC(=C1Cl)F)Cl)OC2=C(N=CC(=C2)C3=CN(N=C3)C4CCNCC4)N. Synergy scores: CSS=6.90, Synergy_ZIP=11.0, Synergy_Bliss=12.6, Synergy_Loewe=6.82, Synergy_HSA=8.10. Drug 1: C1=CC(=CC=C1CC(C(=O)O)N)N(CCCl)CCCl.Cl. (5) Drug 1: CC1=CC2C(CCC3(C2CCC3(C(=O)C)OC(=O)C)C)C4(C1=CC(=O)CC4)C. Drug 2: CCC1(CC2CC(C3=C(CCN(C2)C1)C4=CC=CC=C4N3)(C5=C(C=C6C(=C5)C78CCN9C7C(C=CC9)(C(C(C8N6C)(C(=O)OC)O)OC(=O)C)CC)OC)C(=O)OC)O.OS(=O)(=O)O. Cell line: SF-295. Synergy scores: CSS=20.6, Synergy_ZIP=-0.789, Synergy_Bliss=1.28, Synergy_Loewe=-33.6, Synergy_HSA=-0.998. (6) Cell line: COLO 205. Drug 2: C1CCC(CC1)NC(=O)N(CCCl)N=O. Synergy scores: CSS=14.1, Synergy_ZIP=-7.11, Synergy_Bliss=0.361, Synergy_Loewe=-3.59, Synergy_HSA=-2.68. Drug 1: CNC(=O)C1=CC=CC=C1SC2=CC3=C(C=C2)C(=NN3)C=CC4=CC=CC=N4.